From a dataset of Full USPTO retrosynthesis dataset with 1.9M reactions from patents (1976-2016). Predict the reactants needed to synthesize the given product. Given the product [CH3:62][O:61][C:59](=[O:60])/[CH:58]=[CH:57]/[C@@H:56]([NH:55][C:12]([C@@H:9]1[CH2:10][CH2:11][N:8]1[C:6]([O:5][C:2]([CH3:1])([CH3:3])[CH3:4])=[O:7])=[O:14])[CH2:63][CH:64]([CH3:66])[CH3:65], predict the reactants needed to synthesize it. The reactants are: [CH3:1][C:2]([O:5][C:6]([N:8]1[CH2:11][CH2:10][C@H:9]1[C:12]([OH:14])=O)=[O:7])([CH3:4])[CH3:3].CN(C(ON1N=NC2C=CC=NC1=2)=[N+](C)C)C.F[P-](F)(F)(F)(F)F.CCN(C(C)C)C(C)C.FC(F)(F)C(O)=O.[NH2:55][C@@H:56]([CH2:63][CH:64]([CH3:66])[CH3:65])/[CH:57]=[CH:58]/[C:59]([O:61][CH3:62])=[O:60].